Dataset: Forward reaction prediction with 1.9M reactions from USPTO patents (1976-2016). Task: Predict the product of the given reaction. (1) The product is: [CH2:21]([N:28]1[CH:6]2[CH2:5][CH2:13][CH:11]1[CH2:10][C:3](=[O:4])[CH2:7]2)[C:22]1[CH:27]=[CH:26][CH:25]=[CH:24][CH:23]=1. Given the reactants CO[CH:3]1[CH2:7][CH2:6][CH:5](OC)[O:4]1.[CH3:10][C:11]([CH3:13])=O.C(O)=O.C(O)=O.Cl.[CH2:21]([NH2:28])[C:22]1[CH:27]=[CH:26][CH:25]=[CH:24][CH:23]=1.C([O-])(=O)C.[Na+].[OH-].[Na+], predict the reaction product. (2) Given the reactants [F:1][C:2]1[CH:3]=[C:4]2[C:9](=[O:10])[O:8][C:6](=O)[C:5]2=[CH:11][CH:12]=1.[CH2:13]([NH:17][CH2:18][C:19]([O:21][CH2:22][CH3:23])=[O:20])[CH:14]([CH3:16])[CH3:15].C(=O)([O-])[O-].[K+].[K+].C(I)C.C(O)C.[O-]CC.[Na+].Cl, predict the reaction product. The product is: [F:1][C:2]1[CH:3]=[C:4]2[C:5]([C:6]([OH:8])=[C:18]([C:19]([O:21][CH2:22][CH3:23])=[O:20])[N:17]([CH2:13][CH:14]([CH3:15])[CH3:16])[C:9]2=[O:10])=[CH:11][CH:12]=1.